From a dataset of Catalyst prediction with 721,799 reactions and 888 catalyst types from USPTO. Predict which catalyst facilitates the given reaction. (1) Reactant: [C:1]1([O:7][C:8]2[CH:13]=[CH:12][CH:11]=[CH:10][CH:9]=2)[CH:6]=[CH:5][CH:4]=[CH:3][CH:2]=1.[Li+].CCC[CH2-].[B:19](OC)([O:22]C)[O:20]C.Cl. Product: [O:7]([C:1]1[CH:2]=[CH:3][CH:4]=[CH:5][C:6]=1[B:19]([OH:22])[OH:20])[C:8]1[CH:9]=[CH:10][CH:11]=[CH:12][CH:13]=1. The catalyst class is: 7. (2) Reactant: [F:1][C:2]([F:15])([F:14])[C:3]1[CH:12]=[CH:11][C:10]([NH2:13])=[C:9]2[C:4]=1[CH:5]=[CH:6][CH:7]=[N:8]2.[N+:16]([C:19]1[CH:24]=[CH:23][CH:22]=[CH:21][C:20]=1[S:25](Cl)(=[O:27])=[O:26])([O-:18])=[O:17].N1C=CC=CC=1. Product: [N+:16]([C:19]1[CH:24]=[CH:23][CH:22]=[CH:21][C:20]=1[S:25]([NH:13][C:10]1[CH:11]=[CH:12][C:3]([C:2]([F:1])([F:14])[F:15])=[C:4]2[C:9]=1[N:8]=[CH:7][CH:6]=[CH:5]2)(=[O:27])=[O:26])([O-:18])=[O:17]. The catalyst class is: 79. (3) Reactant: [Cl:1][C:2]1[C:3](F)=[C:4]([C:12](=O)[CH:13]([CH:21]([C:25]2[CH:42]=[CH:41][C:28]([C:29]([NH:31][CH2:32][CH2:33][C:34]([O:36]CCCC)=[O:35])=[O:30])=[CH:27][CH:26]=2)[CH2:22][CH2:23][CH3:24])[C:14]2[CH:19]=[CH:18][C:17]([Cl:20])=[CH:16][CH:15]=2)[CH:5]=[C:6]([C:8]([F:11])([F:10])[F:9])[CH:7]=1.[C:45]1([NH:51][NH2:52])[CH:50]=[CH:49][CH:48]=[CH:47][CH:46]=1. Product: [Cl:20][C:17]1[CH:18]=[CH:19][C:14]([CH:13]([C:12]2[N:51]([C:45]3[CH:50]=[CH:49][CH:48]=[CH:47][CH:46]=3)[N:52]=[C:3]3[C:4]=2[CH:5]=[C:6]([C:8]([F:9])([F:10])[F:11])[CH:7]=[C:2]3[Cl:1])[CH:21]([C:25]2[CH:42]=[CH:41][C:28]([C:29]([NH:31][CH2:32][CH2:33][C:34]([OH:36])=[O:35])=[O:30])=[CH:27][CH:26]=2)[CH2:22][CH2:23][CH3:24])=[CH:15][CH:16]=1. The catalyst class is: 436. (4) Reactant: [F:1][CH:2]([F:20])[C:3]1[CH:4]=[C:5]([C:10]2[CH:15]=[C:14]([O:16][CH3:17])[C:13](I)=[CH:12][C:11]=2[F:19])[CH:6]=[C:7]([F:9])[CH:8]=1.[B:21](OC(C)C)([O:26]C(C)C)[O:22]C(C)C.C([Li])CCC.[OH-].[Na+]. Product: [F:1][CH:2]([F:20])[C:3]1[CH:4]=[C:5]([C:10]2[CH:15]=[C:14]([O:16][CH3:17])[C:13]([B:21]([OH:26])[OH:22])=[CH:12][C:11]=2[F:19])[CH:6]=[C:7]([F:9])[CH:8]=1. The catalyst class is: 1. (5) Reactant: [C:1]1([S:11](Cl)(=[O:13])=[O:12])[C:10]2[C:5](=[CH:6][CH:7]=[CH:8][CH:9]=2)[CH:4]=[CH:3][CH:2]=1.[NH2:15][C:16]1[CH:17]=[C:18]([CH:28]=[CH:29][C:30]=1[O:31][CH3:32])[C:19]([NH:21][C:22]1[CH:27]=[CH:26][CH:25]=[CH:24][CH:23]=1)=[O:20]. Product: [C:1]1([S:11]([NH:15][C:16]2[CH:17]=[C:18]([CH:28]=[CH:29][C:30]=2[O:31][CH3:32])[C:19]([NH:21][C:22]2[CH:27]=[CH:26][CH:25]=[CH:24][CH:23]=2)=[O:20])(=[O:13])=[O:12])[C:10]2[C:5](=[CH:6][CH:7]=[CH:8][CH:9]=2)[CH:4]=[CH:3][CH:2]=1. The catalyst class is: 13. (6) Reactant: [CH2:1]([C:3]1[C:4]([C:15]2[CH:20]=[CH:19][C:18]([OH:21])=[CH:17][CH:16]=2)=[N:5][O:6][C:7]=1[C:8]1[CH:13]=[CH:12][C:11]([OH:14])=[CH:10][CH:9]=1)[CH3:2].[C:22](Cl)(=[O:24])[CH3:23].N1[CH:31]=[CH:30]C=CC=1.C([O-])(O)=[O:33].[Na+]. Product: [C:22]([O:14][C:11]1[CH:10]=[CH:9][C:8]([C:7]2[O:6][N:5]=[C:4]([C:15]3[CH:16]=[CH:17][C:18]([O:21][C:30](=[O:33])[CH3:31])=[CH:19][CH:20]=3)[C:3]=2[CH2:1][CH3:2])=[CH:13][CH:12]=1)(=[O:24])[CH3:23]. The catalyst class is: 1.